From a dataset of Forward reaction prediction with 1.9M reactions from USPTO patents (1976-2016). Predict the product of the given reaction. (1) Given the reactants [CH:1]12[CH2:7][CH:4]([NH:5][CH2:6]1)[CH2:3][N:2]2[C:8]1[N:13]=[CH:12][C:11]([NH:14][C:15]([C:17]2[N:18]=[C:19]([C:26]3[CH:31]=[CH:30][CH:29]=[CH:28][CH:27]=3)[O:20][C:21]=2[C:22]([F:25])([F:24])[F:23])=[O:16])=[CH:10][CH:9]=1.[Cl:32][C:33]1[CH:38]=[CH:37][CH:36]=[C:35]([Cl:39])[C:34]=1[N:40]=[C:41]=[O:42], predict the reaction product. The product is: [Cl:32][C:33]1[CH:38]=[CH:37][CH:36]=[C:35]([Cl:39])[C:34]=1[NH:40][C:41]([N:5]1[CH2:6][CH:1]2[CH2:7][CH:4]1[CH2:3][N:2]2[C:8]1[N:13]=[CH:12][C:11]([NH:14][C:15]([C:17]2[N:18]=[C:19]([C:26]3[CH:31]=[CH:30][CH:29]=[CH:28][CH:27]=3)[O:20][C:21]=2[C:22]([F:25])([F:24])[F:23])=[O:16])=[CH:10][CH:9]=1)=[O:42]. (2) Given the reactants [CH:1]1([N:7]([C@H:18]2[CH2:23][CH2:22][C@H:21]([CH3:24])[CH2:20][CH2:19]2)[C:8]([NH:10][C:11]2[S:12][C:13]([CH:16]=O)=[CH:14][N:15]=2)=[O:9])[CH2:6][CH2:5][CH2:4][CH2:3][CH2:2]1.Cl.[CH2:26]([S:28]([N:31]1[CH2:36][CH2:35][NH:34][CH2:33][CH2:32]1)(=[O:30])=[O:29])[CH3:27], predict the reaction product. The product is: [CH:1]1([N:7]([C@H:18]2[CH2:23][CH2:22][C@H:21]([CH3:24])[CH2:20][CH2:19]2)[C:8]([NH:10][C:11]2[S:12][C:13]([CH2:16][N:34]3[CH2:33][CH2:32][N:31]([S:28]([CH2:26][CH3:27])(=[O:29])=[O:30])[CH2:36][CH2:35]3)=[CH:14][N:15]=2)=[O:9])[CH2:6][CH2:5][CH2:4][CH2:3][CH2:2]1. (3) Given the reactants [Cl:1][C:2]1[N:6]([CH2:7][C:8](OCC)=[O:9])[C:5]2[C:13]([CH:18]([CH2:21][CH3:22])[CH2:19][CH3:20])=[CH:14][CH:15]=[C:16]([Cl:17])[C:4]=2[N:3]=1.[BH4-].[Li+], predict the reaction product. The product is: [Cl:1][C:2]1[N:6]([CH2:7][CH2:8][OH:9])[C:5]2[C:13]([CH:18]([CH2:21][CH3:22])[CH2:19][CH3:20])=[CH:14][CH:15]=[C:16]([Cl:17])[C:4]=2[N:3]=1.